Task: Predict the product of the given reaction.. Dataset: Forward reaction prediction with 1.9M reactions from USPTO patents (1976-2016) (1) Given the reactants Cl[C:2]1[C:3]2[C:10]([CH2:11][CH3:12])=[CH:9][NH:8][C:4]=2[N:5]=[CH:6][N:7]=1.[NH2:13][C@:14]1([CH2:19][NH:20][C:21]2[CH:25]=[C:24]([CH3:26])[O:23][N:22]=2)[CH2:18][CH2:17][NH:16][CH2:15]1, predict the reaction product. The product is: [NH2:13][C@:14]1([CH2:19][NH:20][C:21]2[CH:25]=[C:24]([CH3:26])[O:23][N:22]=2)[CH2:18][CH2:17][N:16]([C:2]2[C:3]3[C:10]([CH2:11][CH3:12])=[CH:9][NH:8][C:4]=3[N:5]=[CH:6][N:7]=2)[CH2:15]1. (2) Given the reactants [NH2:1][C:2]1[CH:7]=[CH:6][CH:5]=[CH:4][CH:3]=1.[Cl:8][C:9]([F:15])([F:14])[C:10]([F:13])([F:12])I.C([O-])(O)=O.[Na+], predict the reaction product. The product is: [Cl:8][C:9]([F:15])([F:14])[C:10]([C:5]1[CH:6]=[CH:7][C:2]([NH2:1])=[CH:3][CH:4]=1)([F:13])[F:12]. (3) Given the reactants C([N:8]1[CH2:16][C:15]2[C:10](=[CH:11][CH:12]=[CH:13][CH:14]=2)[C:9]1([CH3:21])[C:17]([O:19][CH3:20])=[O:18])(OC(C)(C)C)=O.[ClH:22], predict the reaction product. The product is: [ClH:22].[CH3:21][C:9]1([C:17]([O:19][CH3:20])=[O:18])[C:10]2[C:15](=[CH:14][CH:13]=[CH:12][CH:11]=2)[CH2:16][NH:8]1. (4) Given the reactants [CH3:1][O:2][C:3]([C@@H:5]1[CH2:9][C:8](=[O:10])[N:7]([C:11]2[CH:16]=[CH:15][C:14]([OH:17])=[CH:13][CH:12]=2)[CH2:6]1)=[O:4].[F:18][C:19]1[CH:20]=[C:21]([CH:24]=[CH:25][CH:26]=1)[CH2:22]O, predict the reaction product. The product is: [CH3:1][O:2][C:3]([C@@H:5]1[CH2:9][C:8](=[O:10])[N:7]([C:11]2[CH:12]=[CH:13][C:14]([O:17][CH2:22][C:21]3[CH:24]=[CH:25][CH:26]=[C:19]([F:18])[CH:20]=3)=[CH:15][CH:16]=2)[CH2:6]1)=[O:4]. (5) Given the reactants [C:1]1([C:7]([C:32]2[CH:37]=[CH:36][CH:35]=[CH:34][CH:33]=2)([C:26]2[CH:31]=[CH:30][CH:29]=[CH:28][CH:27]=2)[N:8]2[N:12]=[N:11][C:10]([C:13]3[CH:14]=[CH:15][C:16]4[NH:17][C:18]5[C:23]([C:24]=4[CH:25]=3)=[CH:22][CH:21]=[CH:20][CH:19]=5)=[N:9]2)[CH:6]=[CH:5][CH:4]=[CH:3][CH:2]=1.[H-].[Na+].[Cl:40][C:41]1[CH:42]=[C:43]([CH:46]=[CH:47][CH:48]=1)[CH2:44]Cl.Cl, predict the reaction product. The product is: [Cl:40][C:41]1[CH:42]=[C:43]([CH:46]=[CH:47][CH:48]=1)[CH2:44][N:17]1[C:16]2[CH:15]=[CH:14][C:13]([C:10]3[N:11]=[N:12][N:8]([C:7]([C:1]4[CH:6]=[CH:5][CH:4]=[CH:3][CH:2]=4)([C:26]4[CH:27]=[CH:28][CH:29]=[CH:30][CH:31]=4)[C:32]4[CH:37]=[CH:36][CH:35]=[CH:34][CH:33]=4)[N:9]=3)=[CH:25][C:24]=2[C:23]2[C:18]1=[CH:19][CH:20]=[CH:21][CH:22]=2. (6) Given the reactants [F:1][C:2]1[C:10]2[NH:9][C:8]3[CH2:11][CH2:12][N:13]([CH3:15])[CH2:14][C:7]=3[C:6]=2[CH:5]=[CH:4][CH:3]=1.N1CCC[C@H]1C(O)=O.P([O-])([O-])([O-])=O.[K+].[K+].[K+].Br[CH:33]=[C:34]([C:36]1[CH:37]=[CH:38][C:39]([CH3:42])=[N:40][CH:41]=1)[CH3:35], predict the reaction product. The product is: [F:1][C:2]1[C:10]2[N:9](/[CH:33]=[C:34](/[C:36]3[CH:41]=[N:40][C:39]([CH3:42])=[CH:38][CH:37]=3)\[CH3:35])[C:8]3[CH2:11][CH2:12][N:13]([CH3:15])[CH2:14][C:7]=3[C:6]=2[CH:5]=[CH:4][CH:3]=1. (7) Given the reactants [Cl:1][C:2]1[CH:3]=[C:4](/[CH:9]=[CH:10]/[C:11]([C:13]2[CH:14]=[N:15][C:16]([O:19]C)=[CH:17][CH:18]=2)=[O:12])[CH:5]=[C:6]([Cl:8])[CH:7]=1.Cl, predict the reaction product. The product is: [Cl:8][C:6]1[CH:5]=[C:4](/[CH:9]=[CH:10]/[C:11]([C:13]2[CH:18]=[CH:17][C:16](=[O:19])[NH:15][CH:14]=2)=[O:12])[CH:3]=[C:2]([Cl:1])[CH:7]=1. (8) The product is: [Br:14][C:15]1[CH:16]=[N:12][C:11]2[N:10]([N:9]=[C:8]([NH2:13])[C:7]=2[C:2]2[CH:3]=[CH:4][CH:5]=[CH:6][N:1]=2)[CH:18]=1. Given the reactants [N:1]1[CH:6]=[CH:5][CH:4]=[CH:3][C:2]=1[C:7]1[C:8]([NH2:13])=[N:9][NH:10][C:11]=1[NH2:12].[Br:14][CH:15]([CH:18]=O)[CH:16]=O, predict the reaction product. (9) The product is: [C:1]1([S:7][C:8]2[N:16]=[C:15]3[C:11]([NH:12][CH:13]=[N:14]3)=[C:10]([Cl:29])[N:9]=2)[CH:6]=[CH:5][CH:4]=[CH:3][CH:2]=1. Given the reactants [C:1]1([S:7][C:8]2[NH:9][C:10](=O)[C:11]3[NH:12][CH:13]=[N:14][C:15]=3[N:16]=2)[CH:6]=[CH:5][CH:4]=[CH:3][CH:2]=1.CN(C)C1C=CC=CC=1.P(Cl)(Cl)([Cl:29])=O, predict the reaction product. (10) The product is: [Cl:22][C:23]1[CH:24]=[C:25]([CH2:30][CH2:31][N:32]2[C:2](=[O:7])[C:3]3[C:4](=[CH:18][CH:19]=[CH:20][CH:21]=3)[N:5]=[C:6]2[C:8]2[CH:13]=[CH:12][CH:11]=[CH:10][C:9]=2[OH:14])[CH:26]=[CH:27][C:28]=1[Cl:29]. Given the reactants O=[C:2]1[O:7][C:6]([C:8]2[CH:13]=[CH:12][CH:11]=[CH:10][C:9]=2[O:14]C(=O)C)=[N:5][C:4]2[CH:18]=[CH:19][CH:20]=[CH:21][C:3]1=2.[Cl:22][C:23]1[CH:24]=[C:25]([CH2:30][CH2:31][NH2:32])[CH:26]=[CH:27][C:28]=1[Cl:29], predict the reaction product.